Dataset: Forward reaction prediction with 1.9M reactions from USPTO patents (1976-2016). Task: Predict the product of the given reaction. (1) Given the reactants C(S(C1C=CC(CNC(C2C=C3CN[C@@H](C(C)C)C3=NC=2)=O)=CC=1)(=O)=O)C.[CH2:28]([S:30]([C:33]1[CH:63]=[CH:62][C:36]([CH2:37][NH:38][C:39]([C:41]2[CH:42]=[C:43]3[CH2:49][N:48](C(OC(C)(C)C)=O)[CH:47]([CH:57]4[CH2:61][CH2:60][O:59][CH2:58]4)[C:44]3=[N:45][CH:46]=2)=[O:40])=[CH:35][CH:34]=1)(=[O:32])=[O:31])[CH3:29], predict the reaction product. The product is: [CH2:28]([S:30]([C:33]1[CH:34]=[CH:35][C:36]([CH2:37][NH:38][C:39]([C:41]2[CH:42]=[C:43]3[CH2:49][NH:48][CH:47]([CH:57]4[CH2:61][CH2:60][O:59][CH2:58]4)[C:44]3=[N:45][CH:46]=2)=[O:40])=[CH:62][CH:63]=1)(=[O:31])=[O:32])[CH3:29]. (2) Given the reactants [F:1][C:2]1[CH:7]=[C:6]([O:8][CH2:9][C:10]2[CH:15]=[CH:14][C:13]([CH2:16][N:17]([CH2:26][CH2:27][C:28]3[CH:33]=[CH:32][C:31]([F:34])=[CH:30][CH:29]=3)[C:18]3[S:19][CH:20]=[C:21]([CH:23]([CH3:25])[CH3:24])[N:22]=3)=[CH:12][CH:11]=2)[CH:5]=[CH:4][C:3]=1[CH2:35][CH2:36][C:37]([O:39]CC)=[O:38].[OH-].[Na+].Cl, predict the reaction product. The product is: [F:1][C:2]1[CH:7]=[C:6]([O:8][CH2:9][C:10]2[CH:15]=[CH:14][C:13]([CH2:16][N:17]([CH2:26][CH2:27][C:28]3[CH:29]=[CH:30][C:31]([F:34])=[CH:32][CH:33]=3)[C:18]3[S:19][CH:20]=[C:21]([CH:23]([CH3:24])[CH3:25])[N:22]=3)=[CH:12][CH:11]=2)[CH:5]=[CH:4][C:3]=1[CH2:35][CH2:36][C:37]([OH:39])=[O:38]. (3) The product is: [CH:12]([O:15][C:16]([N:18]1[CH2:24][CH2:23][CH2:22][CH:21]([N:25]([CH2:26][C:27]2[CH:32]=[C:31]([C:33]([F:36])([F:35])[F:34])[CH:30]=[C:29]([C:37]([F:40])([F:39])[F:38])[CH:28]=2)[CH:41]=[O:43])[C:20]2[CH:44]=[CH:45][C:46]([Cl:48])=[CH:47][C:19]1=2)=[O:17])([CH3:14])[CH3:13]. Given the reactants C(OC(=O)C)(=O)C.C([O-])=O.[Na+].[CH:12]([O:15][C:16]([N:18]1[CH2:24][CH2:23][CH2:22][CH:21]([N:25]([C:41](=[O:43])C)[CH2:26][C:27]2[CH:32]=[C:31]([C:33]([F:36])([F:35])[F:34])[CH:30]=[C:29]([C:37]([F:40])([F:39])[F:38])[CH:28]=2)[C:20]2[CH:44]=[CH:45][C:46]([Cl:48])=[CH:47][C:19]1=2)=[O:17])([CH3:14])[CH3:13], predict the reaction product. (4) The product is: [Cl:1][C:2]1[CH:3]=[C:4]([S:8]([CH:11]2[CH2:16][CH2:15][N:14]([C:18]3[CH:23]=[CH:22][C:21]([C:24]([F:27])([F:26])[F:25])=[CH:20][N:19]=3)[CH2:13][CH2:12]2)(=[O:10])=[O:9])[CH:5]=[CH:6][CH:7]=1. Given the reactants [Cl:1][C:2]1[CH:3]=[C:4]([S:8]([CH:11]2[CH2:16][CH2:15][NH:14][CH2:13][CH2:12]2)(=[O:10])=[O:9])[CH:5]=[CH:6][CH:7]=1.Cl[C:18]1[CH:23]=[CH:22][C:21]([C:24]([F:27])([F:26])[F:25])=[CH:20][N:19]=1.CCN(C(C)C)C(C)C, predict the reaction product. (5) Given the reactants [S:1]1[C:9]2[C:4](=[N:5][CH:6]=[CH:7][CH:8]=2)[N:3]=[C:2]1[O:10][C:11]1[CH:12]=[CH:13][C:14]2[CH:18]=[C:17]([CH2:19]O)[S:16][C:15]=2[CH:21]=1.S(Cl)([Cl:24])=O, predict the reaction product. The product is: [Cl:24][CH2:19][C:17]1[S:16][C:15]2[CH:21]=[C:11]([O:10][C:2]3[S:1][C:9]4[C:4]([N:3]=3)=[N:5][CH:6]=[CH:7][CH:8]=4)[CH:12]=[CH:13][C:14]=2[CH:18]=1. (6) Given the reactants [Cl:1][C:2]1[N:10]=[C:9]2[C:5]([N:6]=[CH:7][N:8]2[CH:11]([CH3:14])[CH2:12][CH3:13])=[C:4]([NH:15][C:16]2[CH:21]=[CH:20][C:19]([O:22][C:23]([F:26])([F:25])[F:24])=[CH:18][CH:17]=2)[N:3]=1.[NH2:27][C@H:28]1[CH2:33][CH2:32][C@H:31]([NH2:34])[CH2:30][CH2:29]1, predict the reaction product. The product is: [ClH:1].[ClH:1].[NH2:27][CH:28]1[CH2:33][CH2:32][CH:31]([NH:34][C:2]2[N:10]=[C:9]3[C:5]([N:6]=[CH:7][N:8]3[CH:11]([CH3:14])[CH2:12][CH3:13])=[C:4]([NH:15][C:16]3[CH:21]=[CH:20][C:19]([O:22][C:23]([F:26])([F:25])[F:24])=[CH:18][CH:17]=3)[N:3]=2)[CH2:30][CH2:29]1.